This data is from Reaction yield outcomes from USPTO patents with 853,638 reactions. The task is: Predict the reaction yield, written as a fraction of the theoretical maximum amount of product (1.0 means a 100% yield; for example, 0.34 means a 34% yield). (1) The reactants are Cl[C:2]1[N:7]=[CH:6][C:5]([C@@H:8]([N:13]2[CH2:17][CH2:16][C@H:15]([NH:18][C:19](=[O:25])[O:20][C:21]([CH3:24])([CH3:23])[CH3:22])[CH2:14]2)[C:9]([F:12])([F:11])[F:10])=[CH:4][CH:3]=1.[NH2:26][NH2:27]. The catalyst is C(O)C(C)C. The product is [F:10][C:9]([F:12])([F:11])[C@H:8]([N:13]1[CH2:17][CH2:16][C@H:15]([NH:18][C:19](=[O:25])[O:20][C:21]([CH3:24])([CH3:23])[CH3:22])[CH2:14]1)[C:5]1[CH:6]=[N:7][C:2]([NH:26][NH2:27])=[CH:3][CH:4]=1. The yield is 0.956. (2) The reactants are [CH3:1][O:2][C:3]([C:5]1([CH3:19])[C:10](=[O:11])[CH2:9][CH2:8][N:7]([C:12]([O:14][C:15]([CH3:18])([CH3:17])[CH3:16])=[O:13])[CH2:6]1)=[O:4].[Cl:20][C:21]1[CH:26]=[CH:25][C:24]([Mg]Br)=[CH:23][CH:22]=1. The catalyst is O1CCCC1. The product is [CH3:1][O:2][C:3]([C:5]1([CH3:19])[C:10]([C:24]2[CH:25]=[CH:26][C:21]([Cl:20])=[CH:22][CH:23]=2)([OH:11])[CH2:9][CH2:8][N:7]([C:12]([O:14][C:15]([CH3:18])([CH3:17])[CH3:16])=[O:13])[CH2:6]1)=[O:4]. The yield is 0.700. (3) The reactants are [Br:1][C:2]1[CH:14]=[C:13]2[C:5]([C:6]3[C:7](=[O:30])[C:8]4[CH:20]=[C:19]([O:21][CH2:22][C@H:23]5[CH2:27][O:26][C:25]([CH3:29])([CH3:28])[O:24]5)[CH:18]=[CH:17][C:9]=4[C:10]([CH3:16])([CH3:15])[C:11]=3[NH:12]2)=[CH:4][CH:3]=1.[H-].[Na+].[CH3:33]C(N(C)C)=O.CI. The catalyst is O. The product is [Br:1][C:2]1[CH:14]=[C:13]2[C:5]([C:6]3[C:7](=[O:30])[C:8]4[CH:20]=[C:19]([O:21][CH2:22][C@H:23]5[CH2:27][O:26][C:25]([CH3:29])([CH3:28])[O:24]5)[CH:18]=[CH:17][C:9]=4[C:10]([CH3:16])([CH3:15])[C:11]=3[N:12]2[CH3:33])=[CH:4][CH:3]=1. The yield is 0.910. (4) The reactants are Cl[C:2]([C@@H:4]1[C@H:8]([CH3:9])[CH2:7][N:6]([C:10]([O:12][CH2:13][C:14]2[CH:19]=[CH:18][CH:17]=[CH:16][CH:15]=2)=[O:11])[CH2:5]1)=[O:3].[CH3:20][Si](C=[N+]=[N-])(C)C.[BrH:27].CCOCC. The catalyst is C1COCC1.C(#N)C.O. The product is [Br:27][CH2:20][C:2]([C@@H:4]1[C@H:8]([CH3:9])[CH2:7][N:6]([C:10]([O:12][CH2:13][C:14]2[CH:19]=[CH:18][CH:17]=[CH:16][CH:15]=2)=[O:11])[CH2:5]1)=[O:3]. The yield is 0.910. (5) The yield is 0.540. The product is [CH3:20][C:17]1[N:16]([CH2:21][CH2:22][CH2:23][C:24]2[CH:29]=[CH:28][C:27]([CH2:30][CH2:31][CH2:32][CH2:33][CH3:34])=[CH:26][CH:25]=2)[C:15]([C:12]2[CH:11]=[CH:10][C:9]([OH:8])=[CH:14][CH:13]=2)=[CH:19][CH:18]=1. The catalyst is C(O)C.[C].[Pd]. The reactants are C([O:8][C:9]1[CH:14]=[CH:13][C:12]([C:15]2[N:16]([CH2:21][CH2:22][CH2:23][C:24]3[CH:29]=[CH:28][C:27]([CH2:30][CH2:31][CH2:32][CH2:33][CH3:34])=[CH:26][CH:25]=3)[C:17]([CH3:20])=[CH:18][CH:19]=2)=[CH:11][CH:10]=1)C1C=CC=CC=1. (6) The reactants are [CH3:1][O:2][C:3](=[O:23])[CH2:4][CH2:5][C:6]1[CH:11]=[CH:10][C:9]([OH:12])=[CH:8][C:7]=1[CH2:13][CH2:14][NH:15][C:16]([O:18][C:19](C)([CH3:21])[CH3:20])=[O:17].C(O)(C(F)(F)F)=O. The catalyst is C(Cl)Cl. The product is [CH3:1][O:2][C:3](=[O:23])[CH2:4][CH2:5][C:6]1[CH:11]=[CH:10][C:9]([OH:12])=[CH:8][C:7]=1[CH2:13][CH2:14][NH:15][C:16]([O:18][CH:19]([CH3:20])[CH3:21])=[O:17]. The yield is 0.670.